Task: Binary Classification. Given a miRNA mature sequence and a target amino acid sequence, predict their likelihood of interaction.. Dataset: Experimentally validated miRNA-target interactions with 360,000+ pairs, plus equal number of negative samples (1) The miRNA is mmu-miR-494-3p with sequence UGAAACAUACACGGGAAACCUC. The protein sequence of the target gene is MIEDKGPRVADYFVVAGLTDVSKPLEEEIHFNDACHKVAKPKEPITDVSVIIKSLGEEVPQDYICIDVTPTGLSADLNNGSLVGPQIYLCYRRGRDKPPLTDLGVLYDWKERLKQGCEIIQSTPYGRPANISGSTSSQRIYITYRRASENMTQNTLAVTDICIIIPSKGESPPHTFCKVDKNLNNSMWGSAVYLCYKKSVAKTNTVSYKAGLICRYPQEDYESFSLPESVPLFCLPMGATIECWPSNSKYPLPVFSTFVLTGASAEKVYGAAIQFYEPYSEENLTEKQRLLLGLTSADGK.... Result: 0 (no interaction). (2) The miRNA is mmu-miR-374b-5p with sequence AUAUAAUACAACCUGCUAAGUG. The protein sequence of the target gene is MFWKFDLHTSSHLDTLLEKEDLSLPELLDEEDVLQECKVVNRKLLDFLLQPSHLQAMVAWVTQEPPASGEERLRYKYPSVACEILTSDVPQINDALGADESLLNRLYGFLQSGDSLNPLLASFFSKVMGILINRKTDQLVSFLRKKDDFVDLLLRHIGTSAIMDLLLRLLTCVERPQLRQDVFNWLNEEKIVQRLIEQIHPSKDDNQHSNASQSLCDIIRLSREQMIQGQDSPEPDQLLATLEKQETIEQLLSNMFEGEQCQSVIVSGIQVLLTLLEPRRPRSDSVTMNNFFSSVDGQLE.... Result: 1 (interaction).